This data is from Reaction yield outcomes from USPTO patents with 853,638 reactions. The task is: Predict the reaction yield, written as a fraction of the theoretical maximum amount of product (1.0 means a 100% yield; for example, 0.34 means a 34% yield). The reactants are [CH2:1]([O:3][C:4]1[CH:9]=[CH:8][C:7]([S:10](Cl)(=[O:12])=[O:11])=[CH:6][C:5]=1[C:14]1[NH:19][C:18](=[O:20])[C:17]2=[C:21]([CH3:27])[N:22]=[C:23]([CH2:24][CH2:25][CH3:26])[N:16]2[N:15]=1)[CH3:2].[CH3:28][N:29]1[CH2:34][CH2:33][NH:32][CH2:31][CH2:30]1. The catalyst is ClCCl.CN(C1C=CN=CC=1)C. The product is [CH2:1]([O:3][C:4]1[CH:9]=[CH:8][C:7]([S:10]([N:32]2[CH2:33][CH2:34][N:29]([CH3:28])[CH2:30][CH2:31]2)(=[O:12])=[O:11])=[CH:6][C:5]=1[C:14]1[NH:19][C:18](=[O:20])[C:17]2=[C:21]([CH3:27])[N:22]=[C:23]([CH2:24][CH2:25][CH3:26])[N:16]2[N:15]=1)[CH3:2]. The yield is 0.880.